From a dataset of Reaction yield outcomes from USPTO patents with 853,638 reactions. Predict the reaction yield, written as a fraction of the theoretical maximum amount of product (1.0 means a 100% yield; for example, 0.34 means a 34% yield). (1) The reactants are CC1(C)C(C)(C)OB([C:9]2[CH:15]=[CH:14][C:12]([NH2:13])=[CH:11][CH:10]=2)O1.Br[C:18]1[C:23]([Cl:24])=[CH:22][CH:21]=[CH:20][C:19]=1[Cl:25].[OH-].[Na+].COCCOC. The catalyst is C1C=CC([P]([Pd]([P](C2C=CC=CC=2)(C2C=CC=CC=2)C2C=CC=CC=2)([P](C2C=CC=CC=2)(C2C=CC=CC=2)C2C=CC=CC=2)[P](C2C=CC=CC=2)(C2C=CC=CC=2)C2C=CC=CC=2)(C2C=CC=CC=2)C2C=CC=CC=2)=CC=1.O. The product is [Cl:24][C:23]1[CH:22]=[CH:21][CH:20]=[C:19]([Cl:25])[C:18]=1[C:9]1[CH:10]=[CH:11][C:12]([NH2:13])=[CH:14][CH:15]=1. The yield is 0.540. (2) The reactants are Br[C:2]1[CH:3]=[CH:4][N:5]2[C:10]=1[C:9]([NH2:11])=[N:8][CH:7]=[N:6]2.[CH2:12]([N:19]1[CH:27]=[C:26]2[C:21]([CH:22]=[C:23](B3OC(C)(C)C(C)(C)O3)[CH:24]=[CH:25]2)=[N:20]1)[C:13]1[CH:18]=[CH:17][CH:16]=[CH:15][CH:14]=1.C([O-])([O-])=O.[Na+].[Na+].O. The catalyst is CN(C=O)C.C1C=CC([P]([Pd]([P](C2C=CC=CC=2)(C2C=CC=CC=2)C2C=CC=CC=2)([P](C2C=CC=CC=2)(C2C=CC=CC=2)C2C=CC=CC=2)[P](C2C=CC=CC=2)(C2C=CC=CC=2)C2C=CC=CC=2)(C2C=CC=CC=2)C2C=CC=CC=2)=CC=1. The product is [CH2:12]([N:19]1[CH:27]=[C:26]2[C:21]([CH:22]=[C:23]([C:2]3[CH:3]=[CH:4][N:5]4[C:10]=3[C:9]([NH2:11])=[N:8][CH:7]=[N:6]4)[CH:24]=[CH:25]2)=[N:20]1)[C:13]1[CH:18]=[CH:17][CH:16]=[CH:15][CH:14]=1. The yield is 0.750. (3) The reactants are [NH2:1][C:2]1[C:11]2[C:6](=[CH:7][CH:8]=[CH:9][C:10]=2[O:12][CH:13]2[CH2:18][CH2:17][CH2:16][CH2:15][CH2:14]2)[N:5]=[C:4]([CH3:19])[C:3]=1[C:20]([OH:22])=[O:21].[ClH:23]. The catalyst is C(O)C. The product is [ClH:23].[NH2:1][C:2]1[C:11]2[C:6](=[CH:7][CH:8]=[CH:9][C:10]=2[O:12][CH:13]2[CH2:18][CH2:17][CH2:16][CH2:15][CH2:14]2)[N:5]=[C:4]([CH3:19])[C:3]=1[C:20]([OH:22])=[O:21]. The yield is 1.00. (4) The reactants are O[CH2:2][C:3]1[CH:12]=[N:11][C:10]2[N:9]3[CH2:13][CH2:14][CH2:15][CH2:16][C@H:8]3[C:7](=[O:17])[NH:6][C:5]=2[CH:4]=1.[I-].C(C[P+](C)(C)C)#N.C(N(C(C)C)C(C)C)C.Cl.[Cl:36][C:37]1[CH:42]=[CH:41][C:40]([C:43]2[CH2:44][CH2:45][NH:46][CH2:47][CH:48]=2)=[CH:39][CH:38]=1. The catalyst is C(#N)CC.CCO.O. The product is [Cl:36][C:37]1[CH:42]=[CH:41][C:40]([C:43]2[CH2:48][CH2:47][N:46]([CH2:2][C:3]3[CH:12]=[N:11][C:10]4[N:9]5[CH2:13][CH2:14][CH2:15][CH2:16][C@H:8]5[C:7](=[O:17])[NH:6][C:5]=4[CH:4]=3)[CH2:45][CH:44]=2)=[CH:39][CH:38]=1. The yield is 0.430. (5) The reactants are [CH2:1]([N:8]1[CH:16]=[C:15]2[C:10]([CH:11]=[C:12]([C:17]3[CH:18]=[C:19]([CH2:27][CH2:28][CH2:29][N:30]4[CH2:35][CH2:34][NH:33][CH2:32][CH2:31]4)[N:20]4[C:25]=3[C:24]([NH2:26])=[N:23][CH:22]=[N:21]4)[CH:13]=[CH:14]2)=[N:9]1)[C:2]1[CH:7]=[CH:6][CH:5]=[CH:4][CH:3]=1.C([O-])([O-])=O.[K+].[K+].Cl[CH2:43][C:44](=[O:46])[CH3:45].O. The catalyst is CN(C=O)C. The product is [NH2:26][C:24]1[C:25]2=[C:17]([C:12]3[CH:13]=[CH:14][C:15]4[C:10]([CH:11]=3)=[N:9][N:8]([CH2:1][C:2]3[CH:7]=[CH:6][CH:5]=[CH:4][CH:3]=3)[CH:16]=4)[CH:18]=[C:19]([CH2:27][CH2:28][CH2:29][N:30]3[CH2:35][CH2:34][N:33]([CH2:43][C:44](=[O:46])[CH3:45])[CH2:32][CH2:31]3)[N:20]2[N:21]=[CH:22][N:23]=1. The yield is 0.130. (6) The catalyst is C(Cl)Cl. The reactants are [CH:1]1([C:7]2[C:8]3[CH:9]=[CH:10][C:11]([C:39]([OH:41])=O)=[CH:12][C:13]=3[N:14]3[CH2:20][C:19]([C:21]([N:23]4[CH2:28][CH2:27][CH:26]([N:29]5[CH2:34][CH2:33][O:32][CH2:31][CH2:30]5)[CH2:25][CH2:24]4)=[O:22])=[CH:18][C:17]4[CH:35]=[CH:36][CH:37]=[CH:38][C:16]=4[C:15]=23)[CH2:6][CH2:5][CH2:4][CH2:3][CH2:2]1.C(N(CC)C(C)C)(C)C.C(O)(=O)C.[NH2:55][CH2:56][C:57]([N:59]([CH3:61])[CH3:60])=[O:58].Cl.CN(C)CCCN=C=NCC.ON1C2C=CC=CC=2N=N1. The product is [CH:1]1([C:7]2[C:8]3[CH:9]=[CH:10][C:11]([C:39]([NH:55][CH2:56][C:57]([N:59]([CH3:61])[CH3:60])=[O:58])=[O:41])=[CH:12][C:13]=3[N:14]3[CH2:20][C:19]([C:21]([N:23]4[CH2:24][CH2:25][CH:26]([N:29]5[CH2:34][CH2:33][O:32][CH2:31][CH2:30]5)[CH2:27][CH2:28]4)=[O:22])=[CH:18][C:17]4[CH:35]=[CH:36][CH:37]=[CH:38][C:16]=4[C:15]=23)[CH2:2][CH2:3][CH2:4][CH2:5][CH2:6]1. The yield is 0.480. (7) The reactants are [CH:1]1[C:5]2[C:6]([Cl:10])=[N:7][CH:8]=[N:9][C:4]=2[NH:3][CH:2]=1.[I:11]N1C(=O)CCC1=O. The catalyst is CN(C=O)C. The product is [CH:2]1[NH:3][C:4]2[N:9]=[CH:8][N:7]=[C:6]([Cl:10])[C:5]=2[C:1]=1[I:11]. The yield is 0.830. (8) The reactants are [NH2:1][C:2]1[CH:7]=[CH:6][C:5]([N:8]2[C:14](=[O:15])[CH2:13][C:12](=[O:16])[NH:11][C:10]3[C:17]4[C:22]([CH:23]=[CH:24][C:9]2=3)=[CH:21][CH:20]=[CH:19][CH:18]=4)=[CH:4][CH:3]=1.[F:25][C:26]1[CH:34]=[CH:33][CH:32]=[C:31]([O:35][CH3:36])[C:27]=1[C:28](Cl)=[O:29].IC1C=CC=CC=1C(NCCN1C(=O)CC(=O)NC2C3C(C=CC1=2)=CC=CC=3)=O. No catalyst specified. The product is [F:25][C:26]1[C:27]([C:28]([NH:1][C:2]2[CH:7]=[CH:6][C:5]([N:8]3[C:14](=[O:15])[CH2:13][C:12](=[O:16])[NH:11][C:10]4[C:17]5[C:22]([CH:23]=[CH:24][C:9]3=4)=[CH:21][CH:20]=[CH:19][CH:18]=5)=[CH:4][CH:3]=2)=[O:29])=[C:31]([O:35][CH3:36])[CH:32]=[CH:33][CH:34]=1. The yield is 0.780. (9) The reactants are [F:1][C:2]1[CH:7]=[CH:6][CH:5]=[C:4]([C@H:8]([CH2:13][CH2:14][CH:15]=[CH2:16])[CH2:9][N+]([O-])=O)[C:3]=1[F:17].C[O-].[Na+].S(=O)(=O)(O)[OH:22]. The catalyst is CO.C(OCC)(=O)C.[Cl-].[NH4+]. The product is [F:17][C:3]1[C:2]([F:1])=[CH:7][CH:6]=[CH:5][C:4]=1[C@H:8]([CH2:13][CH2:14][CH:15]=[CH2:16])[CH:9]=[O:22]. The yield is 1.00.